From a dataset of Experimentally validated miRNA-target interactions with 360,000+ pairs, plus equal number of negative samples. Binary Classification. Given a miRNA mature sequence and a target amino acid sequence, predict their likelihood of interaction. (1) The miRNA is hsa-miR-7158-5p with sequence GGCUCAAUCUCUGGUCCUGCAGCC. The protein sequence of the target gene is MADSAVPCSLGPSTRASSTHRDATGTKQTRALKRGDASKRQAELEAAIQRKVEFERKAVRIVEQLLEENITEEFLKECGMFITPAHYSDVVDERSIIKLCGYPLCQKKLGVIPKQKYRISTKTNKVYDITERKSFCSNFCYRASKFFETQIPKTPVWVREEERPPDFQLLKKGQSGSSGEVVQFFRDAVTAADVDGSGALEAQCDPASSSSWSERASDEEEQGFVSSLLPGNRPKAVDTRPQPHTKSSIMRKKAAQNVDSKEGEQTVSEVTEQLDNCRLDSQEKVATCKRPLKKESTQIS.... Result: 0 (no interaction). (2) The miRNA is hsa-miR-6516-5p with sequence UUUGCAGUAACAGGUGUGAGCA. The protein sequence of the target gene is MAEASFGSSSPVGSLSSEDHDFDPTAEMLVHDYDDERTLEEEEMMDEGKNFSSEIEDLEKEGTMPLEDLLAFYGYEPTIPAVANSSANSSPSELADELPDMTLDKEEIAKDLLSGDDEETQSSADDLTPSVTSHETSDFFPRPLRSNTACDGDKESEVEDVETDSGNSPEDLRKEIMIGLQYQAEIPPYLGEYDGNEKVYENEDQLLWCPDVVLESKVKEYLVETSLRTGSEKIMDRISAGTHTRDNEQALYELLKCNHNIKEAIERYCCNGKASQEGMTAWTEEECRSFEHALMLFGKD.... Result: 1 (interaction).